This data is from Catalyst prediction with 721,799 reactions and 888 catalyst types from USPTO. The task is: Predict which catalyst facilitates the given reaction. (1) Reactant: [F:1][C:2]1[CH:7]=[CH:6][CH:5]=[C:4]([F:8])[C:3]=1[N:9]1[C:17]2[CH:16]=[CH:15][N:14]=[C:13]([O:18]C)[C:12]=2[C:11]([C:20]2[CH:21]=[C:22]([C:25]([O:27][CH3:28])=[O:26])[S:23][CH:24]=2)=[N:10]1.[I-].[Na+].Cl[Si](C)(C)C.C(=O)([O-])O.[Na+]. Product: [F:8][C:4]1[CH:5]=[CH:6][CH:7]=[C:2]([F:1])[C:3]=1[N:9]1[C:17]2[CH:16]=[CH:15][NH:14][C:13](=[O:18])[C:12]=2[C:11]([C:20]2[CH:21]=[C:22]([C:25]([O:27][CH3:28])=[O:26])[S:23][CH:24]=2)=[N:10]1. The catalyst class is: 10. (2) Reactant: C([Si]([C:8]#[C:9][C:10]1[CH:19]=[C:18]2[C:13]([CH:14]=[CH:15][CH:16]=[C:17]2[CH2:20][NH:21][C:22]([N:24]2[CH2:28][CH2:27][CH2:26][C@H:25]2[C:29]([OH:31])=[O:30])=[O:23])=[CH:12][CH:11]=1)(CC)CC)C. Product: [C:9]([C:10]1[CH:19]=[C:18]2[C:13]([CH:14]=[CH:15][CH:16]=[C:17]2[CH2:20][NH:21][C:22]([N:24]2[CH2:28][CH2:27][CH2:26][C@H:25]2[C:29]([OH:31])=[O:30])=[O:23])=[CH:12][CH:11]=1)#[CH:8]. The catalyst class is: 1. (3) Reactant: [NH2:1][C:2]1[CH:11]=[CH:10][C:9]2[C:4](=[C:5]([S:13](Cl)(=[O:15])=[O:14])[CH:6]=[C:7]([Cl:12])[CH:8]=2)[N:3]=1.[NH2:17][C:18]1[CH:26]=[CH:25][C:21]([C:22]([OH:24])=[O:23])=[CH:20][CH:19]=1.N1C=CC=CC=1. Product: [NH2:1][C:2]1[CH:11]=[CH:10][C:9]2[C:4](=[C:5]([S:13]([NH:17][C:18]3[CH:26]=[CH:25][C:21]([C:22]([OH:24])=[O:23])=[CH:20][CH:19]=3)(=[O:15])=[O:14])[CH:6]=[C:7]([Cl:12])[CH:8]=2)[N:3]=1. The catalyst class is: 1. (4) Reactant: [C:1]([S:5]([C:8]1[CH:9]=[C:10]2[C:15](=[CH:16][C:17]=1[O:18][CH2:19][C:20](=[O:22])[CH3:21])[N:14]=[CH:13][CH:12]=[C:11]2[Cl:23])(=[O:7])=[O:6])([CH3:4])([CH3:3])[CH3:2].[BH4-].[Na+]. Product: [C:1]([S:5]([C:8]1[CH:9]=[C:10]2[C:15](=[CH:16][C:17]=1[O:18][CH2:19][CH:20]([OH:22])[CH3:21])[N:14]=[CH:13][CH:12]=[C:11]2[Cl:23])(=[O:6])=[O:7])([CH3:3])([CH3:2])[CH3:4]. The catalyst class is: 100. (5) Reactant: CCCCC(N([C@H](C(O)=O)C(C)C)[CH2:8][C:9]1[CH:10]=[CH:11][C:12]([C:15]2[CH:16]=[CH:17][CH:18]=[CH:19][C:20]=2[C:21]2[NH:22]N=NN=2)=[CH:13][CH:14]=1)=O.BrCC1C=CC(C2C=CC=CC=2C#N)=CC=1.C([O-])(=[O:51])C.[Na+]. Product: [C:21]([C:20]1[CH:19]=[CH:18][CH:17]=[CH:16][C:15]=1[C:12]1[CH:11]=[CH:10][C:9]([CH2:8][OH:51])=[CH:14][CH:13]=1)#[N:22]. The catalyst class is: 15. (6) Reactant: [S:1]=[C:2]1[NH:7][C:6]2[NH:8][C:9](=[O:11])[CH2:10][C:5]=2[C:4](=[O:12])[N:3]1[C:13]1[CH:18]=[CH:17][C:16]([O:19][CH2:20][C:21]([F:24])([F:23])[F:22])=[CH:15][CH:14]=1.C(=O)([O-])O.[Na+].Br[CH:31]([CH2:34][CH3:35])[CH2:32][CH3:33].C(#N)C. The catalyst class is: 13. Product: [CH2:32]([CH:31]([S:1][C:2]1[N:3]([C:13]2[CH:14]=[CH:15][C:16]([O:19][CH2:20][C:21]([F:24])([F:23])[F:22])=[CH:17][CH:18]=2)[C:4](=[O:12])[C:5]2[CH2:10][C:9](=[O:11])[NH:8][C:6]=2[N:7]=1)[CH2:34][CH3:35])[CH3:33]. (7) Product: [NH2:1][C:2]1[N:3]([CH3:24])[C:4](=[O:23])[C:5]2([C:15]3[C:10](=[CH:11][CH:12]=[C:13]([C:30]4[CH:31]=[CH:32][C:27]([C:26]([F:37])([F:36])[F:25])=[CH:28][CH:29]=4)[CH:14]=3)[O:9][CH:8]([C:17]3[CH:22]=[CH:21][CH:20]=[CH:19][CH:18]=3)[CH2:7]2)[N:6]=1. The catalyst class is: 806. Reactant: [NH2:1][C:2]1[N:3]([CH3:24])[C:4](=[O:23])[C:5]2([C:15]3[C:10](=[CH:11][CH:12]=[C:13](Br)[CH:14]=3)[O:9][CH:8]([C:17]3[CH:22]=[CH:21][CH:20]=[CH:19][CH:18]=3)[CH2:7]2)[N:6]=1.[F:25][C:26]([F:37])([F:36])[C:27]1[CH:32]=[CH:31][C:30](B(O)O)=[CH:29][CH:28]=1.